From a dataset of Forward reaction prediction with 1.9M reactions from USPTO patents (1976-2016). Predict the product of the given reaction. (1) Given the reactants [Br:1][C:2]1[CH:3]=[C:4]2[C:9](Cl)=[C:8]([C:11]([NH2:13])=[O:12])[CH:7]=[N:6][N:5]2[CH:14]=1.Cl.[NH2:16][CH2:17][C:18]1([CH2:21][OH:22])[CH2:20][CH2:19]1.CCN(C(C)C)C(C)C, predict the reaction product. The product is: [Br:1][C:2]1[CH:3]=[C:4]2[C:9]([NH:16][CH2:17][C:18]3([CH2:21][OH:22])[CH2:20][CH2:19]3)=[C:8]([C:11]([NH2:13])=[O:12])[CH:7]=[N:6][N:5]2[CH:14]=1. (2) Given the reactants CS[C:3]1[NH:7][C:6]2[CH:8]=[C:9]([C:12]3[CH:13]=[CH:14][C:15]4[O:21][CH2:20][CH2:19][N:18]([C:22]5[C:31]6[C:26](=[CH:27][CH:28]=[CH:29][CH:30]=6)[N:25]=[CH:24][CH:23]=5)[CH2:17][C:16]=4[CH:32]=3)[CH:10]=[CH:11][C:5]=2[N:4]=1.[CH2:33]([NH2:35])[CH3:34], predict the reaction product. The product is: [CH2:33]([NH:35][C:3]1[NH:7][C:6]2[CH:8]=[C:9]([C:12]3[CH:13]=[CH:14][C:15]4[O:21][CH2:20][CH2:19][N:18]([C:22]5[C:31]6[C:26](=[CH:27][CH:28]=[CH:29][CH:30]=6)[N:25]=[CH:24][CH:23]=5)[CH2:17][C:16]=4[CH:32]=3)[CH:10]=[CH:11][C:5]=2[N:4]=1)[CH3:34]. (3) Given the reactants [Cl:1][C:2]1[CH:3]=[N+:4]([O-:27])[CH:5]=[C:6]([Cl:26])[C:7]=1[CH2:8][C@@H:9]([C:11]1[CH:16]=[CH:15][C:14]([O:17][CH:18]([F:20])[F:19])=[C:13]([O:21][CH2:22][CH:23]2[CH2:25][CH2:24]2)[CH:12]=1)[OH:10].[NH2:28][C:29](=[O:51])[CH2:30][N:31]([C:36]1[CH:37]=[C:38]([CH:46]=[CH:47][C:48]=1[O:49][CH3:50])[C:39]([O:41][CH2:42][C:43](O)=[O:44])=[O:40])[S:32]([CH3:35])(=[O:34])=[O:33].C(Cl)CCl, predict the reaction product. The product is: [NH2:28][C:29](=[O:51])[CH2:30][N:31]([C:36]1[CH:37]=[C:38]([CH:46]=[CH:47][C:48]=1[O:49][CH3:50])[C:39]([O:41][CH2:42][C:43]([O:10][C@H:9]([C:11]1[CH:16]=[CH:15][C:14]([O:17][CH:18]([F:20])[F:19])=[C:13]([O:21][CH2:22][CH:23]2[CH2:25][CH2:24]2)[CH:12]=1)[CH2:8][C:7]1[C:6]([Cl:26])=[CH:5][N+:4]([O-:27])=[CH:3][C:2]=1[Cl:1])=[O:44])=[O:40])[S:32]([CH3:35])(=[O:34])=[O:33].